From a dataset of Full USPTO retrosynthesis dataset with 1.9M reactions from patents (1976-2016). Predict the reactants needed to synthesize the given product. (1) Given the product [C:37]([Si:41]([CH3:52])([CH3:51])[O:42][CH2:43][CH2:44][N:45]1[CH:49]=[CH:48][C:47]([NH:50][C:8](=[O:9])[C@@H:7]([C:11]2[CH:16]=[CH:15][C:14]([S:17]([CH3:20])(=[O:19])=[O:18])=[C:13]([O:21][CH3:22])[CH:12]=2)[CH2:6][CH:1]2[CH2:5][CH2:4][CH2:3][CH2:2]2)=[N:46]1)([CH3:40])([CH3:39])[CH3:38], predict the reactants needed to synthesize it. The reactants are: [CH:1]1([CH2:6][C@H:7]([C:11]2[CH:16]=[CH:15][C:14]([S:17]([CH3:20])(=[O:19])=[O:18])=[C:13]([O:21][CH3:22])[CH:12]=2)[C:8](O)=[O:9])[CH2:5][CH2:4][CH2:3][CH2:2]1.C(Cl)(=O)C(Cl)=O.N1C(C)=CC=CC=1C.[C:37]([Si:41]([CH3:52])([CH3:51])[O:42][CH2:43][CH2:44][N:45]1[CH:49]=[CH:48][C:47]([NH2:50])=[N:46]1)([CH3:40])([CH3:39])[CH3:38]. (2) The reactants are: [C:1]1([C@H:7]([NH:41][C:42]([O:44][C@@H:45]2[CH:50]3[CH2:51][CH2:52][N:47]([CH2:48][CH2:49]3)[CH2:46]2)=[O:43])[C:8]2[CH:9]=[C:10]([CH:38]=[CH:39][CH:40]=2)[O:11][CH2:12][C:13]2[CH:37]=[CH:36][C:16]([C:17]([N:19]3[CH2:24][CH2:23][CH:22]([C:25]([O:27][CH2:28][CH2:29][CH2:30][CH:31]4OCC[O:32]4)=[O:26])[CH2:21][CH2:20]3)=[O:18])=[CH:15][CH:14]=2)[CH:6]=[CH:5][CH:4]=[CH:3][CH:2]=1.Cl. Given the product [C:1]1([C@H:7]([NH:41][C:42]([O:44][C@@H:45]2[CH:50]3[CH2:49][CH2:48][N:47]([CH2:52][CH2:51]3)[CH2:46]2)=[O:43])[C:8]2[CH:9]=[C:10]([CH:38]=[CH:39][CH:40]=2)[O:11][CH2:12][C:13]2[CH:37]=[CH:36][C:16]([C:17]([N:19]3[CH2:20][CH2:21][CH:22]([C:25]([O:27][CH2:28][CH2:29][CH2:30][CH:31]=[O:32])=[O:26])[CH2:23][CH2:24]3)=[O:18])=[CH:15][CH:14]=2)[CH:2]=[CH:3][CH:4]=[CH:5][CH:6]=1, predict the reactants needed to synthesize it. (3) The reactants are: [CH3:1][O:2][C:3]1[CH:8]=[CH:7][C:6]([CH2:9][CH2:10][CH2:11][C:12]([OH:14])=[O:13])=[CH:5][CH:4]=1.S(=O)(=O)(O)O.[CH3:20]O. Given the product [CH3:1][O:2][C:3]1[CH:4]=[CH:5][C:6]([CH2:9][CH2:10][CH2:11][C:12]([O:14][CH3:20])=[O:13])=[CH:7][CH:8]=1, predict the reactants needed to synthesize it. (4) Given the product [C:1]([N:5]([C:18]([C:20]1[CH:21]=[CH:22][C:23]2[CH:29]=[N:42][N:41]([S:38]([C:35]3[CH:36]=[CH:37][C:32]([CH3:31])=[CH:33][CH:34]=3)(=[O:39])=[O:40])[B:26]([OH:27])[C:24]=2[CH:25]=1)=[O:19])[NH:6][C:7](=[O:17])[C:8]1[CH:13]=[CH:12][CH:11]=[C:10]([O:14][CH3:15])[C:9]=1[CH3:16])([CH3:2])([CH3:3])[CH3:4], predict the reactants needed to synthesize it. The reactants are: [C:1]([N:5]([C:18]([C:20]1[CH:21]=[CH:22][C:23]([CH:29]=O)=[C:24]([B:26](O)[OH:27])[CH:25]=1)=[O:19])[NH:6][C:7](=[O:17])[C:8]1[CH:13]=[CH:12][CH:11]=[C:10]([O:14][CH3:15])[C:9]=1[CH3:16])([CH3:4])([CH3:3])[CH3:2].[CH3:31][C:32]1[CH:37]=[CH:36][C:35]([S:38]([NH:41][NH2:42])(=[O:40])=[O:39])=[CH:34][CH:33]=1. (5) Given the product [C:41]([OH:54])(=[O:53])[CH:42]=[CH2:43].[NH2:26][C:27]([O:19][CH2:1][CH3:2])=[O:28], predict the reactants needed to synthesize it. The reactants are: [CH2:1]([OH:19])[CH2:2]CCCCCCCCCCCCCCCC.C(N=C=O)CCCCC[N:26]=[C:27]=[O:28].C(C(CO)(CO)CC)O.[C:41]([O-:54])(=[O:53])[CH2:42][CH2:43]CCCCCCCCC.C([Sn+2]CCCC)CCC.[C:41]([O-:54])(=[O:53])[CH2:42][CH2:43]CCCCCCCCC.COC1C=CC(O)=CC=1. (6) Given the product [CH3:9][O:10][C:11]1[CH:16]=[C:15]([CH3:17])[NH:14][C:13](=[O:18])[C:12]=1[CH2:19][NH:20][C:21]([C:23]1[C:31]2[C:26](=[CH:27][CH:28]=[CH:29][CH:30]=2)[N:25]([CH:32]([CH:34]2[CH2:35][CH2:36][N:37]([C:2]3[N:7]=[CH:6][CH:5]=[CH:4][N:3]=3)[CH2:38][CH2:39]2)[CH3:33])[C:24]=1[CH3:40])=[O:22], predict the reactants needed to synthesize it. The reactants are: Cl[C:2]1[N:7]=[CH:6][CH:5]=[CH:4][N:3]=1.Cl.[CH3:9][O:10][C:11]1[CH:16]=[C:15]([CH3:17])[NH:14][C:13](=[O:18])[C:12]=1[CH2:19][NH:20][C:21]([C:23]1[C:31]2[C:26](=[CH:27][CH:28]=[CH:29][CH:30]=2)[N:25]([CH:32]([CH:34]2[CH2:39][CH2:38][NH:37][CH2:36][CH2:35]2)[CH3:33])[C:24]=1[CH3:40])=[O:22].CCN(CC)CC. (7) Given the product [CH3:21][C:5]([S:17]([CH3:20])(=[O:19])=[O:18])([CH2:6][CH2:7][C:8]1[CH:13]=[CH:12][C:11]([O:29][C:23]2[CH:28]=[CH:27][CH:26]=[CH:25][CH:24]=2)=[CH:10][CH:9]=1)[C:4]([O:3][CH2:1][CH3:2])=[O:22], predict the reactants needed to synthesize it. The reactants are: [CH2:1]([O:3][C:4](=[O:22])[C:5]([CH3:21])([S:17]([CH3:20])(=[O:19])=[O:18])[CH2:6][CH2:7][C:8]1[CH:13]=[CH:12][C:11](B(O)O)=[CH:10][CH:9]=1)[CH3:2].[C:23]1([OH:29])[CH:28]=[CH:27][CH:26]=[CH:25][CH:24]=1.N1C=CC=CC=1. (8) Given the product [CH3:20][C:13]1([CH3:15])[O:12][C:6]2[CH:5]=[CH:4][C:3]([C:1]#[N:2])=[CH:11][C:7]=2[C:8](=[O:10])[O:9]1, predict the reactants needed to synthesize it. The reactants are: [C:1]([C:3]1[CH:11]=[C:7]([C:8]([OH:10])=[O:9])[C:6]([OH:12])=[CH:5][CH:4]=1)#[N:2].[C:13](O)([C:15](F)(F)F)=O.[C:20](OC(C(F)(F)F)=O)(C(F)(F)F)=O. (9) Given the product [F:19][CH:2]([F:1])[CH2:3][N:4]1[CH2:9][CH2:8][CH:7]([C:10]2[CH:11]=[CH:12][C:13]([NH2:16])=[CH:14][CH:15]=2)[CH2:6][CH2:5]1, predict the reactants needed to synthesize it. The reactants are: [F:1][CH:2]([F:19])[CH2:3][N:4]1[CH2:9][CH2:8][CH:7]([C:10]2[CH:15]=[CH:14][C:13]([N+:16]([O-])=O)=[CH:12][CH:11]=2)[CH2:6][CH2:5]1.